Dataset: NCI-60 drug combinations with 297,098 pairs across 59 cell lines. Task: Regression. Given two drug SMILES strings and cell line genomic features, predict the synergy score measuring deviation from expected non-interaction effect. (1) Drug 1: C1=CN(C=N1)CC(O)(P(=O)(O)O)P(=O)(O)O. Drug 2: CC1CCCC2(C(O2)CC(NC(=O)CC(C(C(=O)C(C1O)C)(C)C)O)C(=CC3=CSC(=N3)C)C)C. Cell line: HCT-15. Synergy scores: CSS=20.0, Synergy_ZIP=1.78, Synergy_Bliss=4.39, Synergy_Loewe=-21.2, Synergy_HSA=3.35. (2) Drug 1: COC1=C(C=C2C(=C1)N=CN=C2NC3=CC(=C(C=C3)F)Cl)OCCCN4CCOCC4. Cell line: HT29. Drug 2: CC(C1=C(C=CC(=C1Cl)F)Cl)OC2=C(N=CC(=C2)C3=CN(N=C3)C4CCNCC4)N. Synergy scores: CSS=25.6, Synergy_ZIP=2.61, Synergy_Bliss=3.55, Synergy_Loewe=3.97, Synergy_HSA=3.46. (3) Drug 1: C1CC(C1)(C(=O)O)C(=O)O.[NH2-].[NH2-].[Pt+2]. Drug 2: CCCCC(=O)OCC(=O)C1(CC(C2=C(C1)C(=C3C(=C2O)C(=O)C4=C(C3=O)C=CC=C4OC)O)OC5CC(C(C(O5)C)O)NC(=O)C(F)(F)F)O. Cell line: NCI-H522. Synergy scores: CSS=49.2, Synergy_ZIP=-0.0284, Synergy_Bliss=1.90, Synergy_Loewe=-11.1, Synergy_HSA=2.93. (4) Drug 1: CS(=O)(=O)CCNCC1=CC=C(O1)C2=CC3=C(C=C2)N=CN=C3NC4=CC(=C(C=C4)OCC5=CC(=CC=C5)F)Cl. Drug 2: CC1=C(C(=O)C2=C(C1=O)N3CC4C(C3(C2COC(=O)N)OC)N4)N. Cell line: SK-OV-3. Synergy scores: CSS=23.7, Synergy_ZIP=-11.7, Synergy_Bliss=-8.31, Synergy_Loewe=-6.47, Synergy_HSA=-3.81. (5) Drug 1: C1=CC=C(C(=C1)C(C2=CC=C(C=C2)Cl)C(Cl)Cl)Cl. Drug 2: CC1C(C(CC(O1)OC2CC(CC3=C2C(=C4C(=C3O)C(=O)C5=CC=CC=C5C4=O)O)(C(=O)C)O)N)O. Cell line: KM12. Synergy scores: CSS=43.3, Synergy_ZIP=-5.08, Synergy_Bliss=-4.66, Synergy_Loewe=-2.68, Synergy_HSA=-1.23.